Task: Predict the reactants needed to synthesize the given product.. Dataset: Full USPTO retrosynthesis dataset with 1.9M reactions from patents (1976-2016) (1) Given the product [ClH:1].[CH3:18][C:19]1[CH:25]=[CH:24][C:23]([CH3:26])=[CH:22][C:20]=1[NH:21][C:2]1[CH:7]=[C:6]([C:8]([F:11])([F:10])[F:9])[N:5]=[C:4]([C:12]2[CH:17]=[CH:16][N:15]=[CH:14][CH:13]=2)[N:3]=1, predict the reactants needed to synthesize it. The reactants are: [Cl:1][C:2]1[CH:7]=[C:6]([C:8]([F:11])([F:10])[F:9])[N:5]=[C:4]([C:12]2[CH:17]=[CH:16][N:15]=[CH:14][CH:13]=2)[N:3]=1.[CH3:18][C:19]1[CH:25]=[CH:24][C:23]([CH3:26])=[CH:22][C:20]=1[NH2:21].Cl. (2) The reactants are: [C:1]([O:5][C:6](=[O:19])[NH:7][C@@H:8]([C@@H:16]1[CH2:18][O:17]1)[CH2:9][C:10]1[CH:15]=[CH:14][CH:13]=[CH:12][CH:11]=1)([CH3:4])([CH3:3])[CH3:2].[NH:20]1[CH:24]=[CH:23][N:22]=[CH:21]1. Given the product [C:1]([O:5][C:6](=[O:19])[NH:7][C@H:8]([CH2:9][C:10]1[CH:15]=[CH:14][CH:13]=[CH:12][CH:11]=1)[C@@H:16]([OH:17])[CH2:18][N:20]1[CH:24]=[CH:23][N:22]=[CH:21]1)([CH3:4])([CH3:3])[CH3:2], predict the reactants needed to synthesize it. (3) Given the product [C:14]([C@@H:11]1[CH2:12][CH2:13][C@H:9]([NH:8][C:6](=[O:7])[O:5][C:1]([CH3:4])([CH3:3])[CH3:2])[CH2:10]1)(=[O:16])[NH2:19], predict the reactants needed to synthesize it. The reactants are: [C:1]([O:5][C:6]([NH:8][CH:9]1[CH2:13][CH2:12][CH:11]([C:14]([OH:16])=O)[CH2:10]1)=[O:7])([CH3:4])([CH3:3])[CH3:2].O.O[N:19]1C2C=CC=CC=2N=N1.Cl.CN(C)CCCN=C=NCC.[OH-].[NH4+]. (4) Given the product [Cl:21][C:18]1[CH:19]=[CH:20][C:15]([C:12]2[N:11]=[N:10][C:9]([C:25]#[C:24][CH2:23][CH2:22][C:26]3[CH:37]=[CH:36][C:29]([CH2:30][N:31]4[CH2:35][CH2:34][CH2:33][CH2:32]4)=[CH:28][CH:27]=3)=[CH:14][CH:13]=2)=[CH:16][CH:17]=1, predict the reactants needed to synthesize it. The reactants are: C(N(CC)CC)C.Cl[C:9]1[N:10]=[N:11][C:12]([C:15]2[CH:20]=[CH:19][C:18]([Cl:21])=[CH:17][CH:16]=2)=[CH:13][CH:14]=1.[CH2:22]([C:26]1[CH:37]=[CH:36][C:29]([CH2:30][N:31]2[CH2:35][CH2:34][CH2:33][CH2:32]2)=[CH:28][CH:27]=1)[CH2:23][C:24]#[CH:25].O. (5) Given the product [N:15]1[CH:16]=[CH:17][CH:18]=[CH:19][C:14]=1[CH2:13][NH:12][C:9]([C:7]1[O:8][C:4]([N+:1]([O-:3])=[O:2])=[CH:5][CH:6]=1)=[O:10], predict the reactants needed to synthesize it. The reactants are: [N+:1]([C:4]1[O:8][C:7]([C:9](Cl)=[O:10])=[CH:6][CH:5]=1)([O-:3])=[O:2].[NH2:12][CH2:13][C:14]1[CH:19]=[CH:18][CH:17]=[CH:16][N:15]=1. (6) Given the product [F:13][C:14]([F:21])([F:20])[S:15]([O-:18])(=[O:17])=[O:16].[CH3:14][N+:1]1[C:10]2[C:9](=[O:11])[CH:8]=[CH:7][C:6](=[O:12])[C:5]=2[N:4]=[CH:3][CH:2]=1, predict the reactants needed to synthesize it. The reactants are: [N:1]1[C:10]2[C:9](=[O:11])[CH:8]=[CH:7][C:6](=[O:12])[C:5]=2[N:4]=[CH:3][CH:2]=1.[F:13][C:14]([F:21])([F:20])[S:15]([O:18]C)(=[O:17])=[O:16]. (7) Given the product [NH2:1][C:2]1[C:3]([C:8]([NH2:10])=[O:9])=[N:4][C:5]([Br:11])=[CH:6][N:7]=1, predict the reactants needed to synthesize it. The reactants are: [NH2:1][C:2]1[C:3]([C:8]([NH2:10])=[O:9])=[N:4][CH:5]=[CH:6][N:7]=1.[Br:11]Br.C([O-])([O-])=O.[Na+].[Na+].